This data is from Forward reaction prediction with 1.9M reactions from USPTO patents (1976-2016). The task is: Predict the product of the given reaction. (1) Given the reactants [CH2:1]([O:8][C:9]([NH:11][C:12]1([C:15]([OH:17])=O)[CH2:14][CH2:13]1)=[O:10])[C:2]1[CH:7]=[CH:6][CH:5]=[CH:4][CH:3]=1.Cl.[CH3:19][NH:20][O:21][CH3:22].CN(C(ON1N=NC2C=CC=NC1=2)=[N+](C)C)C.F[P-](F)(F)(F)(F)F.CCN(C(C)C)C(C)C, predict the reaction product. The product is: [CH3:22][O:21][N:20]([CH3:19])[C:15]([C:12]1([NH:11][C:9](=[O:10])[O:8][CH2:1][C:2]2[CH:3]=[CH:4][CH:5]=[CH:6][CH:7]=2)[CH2:13][CH2:14]1)=[O:17]. (2) Given the reactants [CH3:1][N:2]([CH3:19])[S:3]([C:6]1[CH:15]=[C:14]([N+:16]([O-:18])=[O:17])[C:9]2[N:10]=[C:11]([CH3:13])[NH:12][C:8]=2[CH:7]=1)(=[O:5])=[O:4].[C:20](=O)([O-])[O-].[K+].[K+].CI, predict the reaction product. The product is: [CH3:19][N:2]([CH3:1])[S:3]([C:6]1[CH:15]=[C:14]([N+:16]([O-:18])=[O:17])[C:9]2[N:10]=[C:11]([CH3:13])[N:12]([CH3:20])[C:8]=2[CH:7]=1)(=[O:5])=[O:4].